This data is from Forward reaction prediction with 1.9M reactions from USPTO patents (1976-2016). The task is: Predict the product of the given reaction. (1) Given the reactants [CH3:1][C:2]1[NH:3][C:4]2[C:9]([CH:10]=1)=[CH:8][C:7]([NH2:11])=[CH:6][CH:5]=2.Cl[C:13]1[CH:18]=[CH:17][N:16]=[C:15]2[CH:19]=[C:20]([C:22]([NH2:24])=[O:23])[S:21][C:14]=12, predict the reaction product. The product is: [CH3:1][C:2]1[NH:3][C:4]2[C:9]([CH:10]=1)=[CH:8][C:7]([NH:11][C:13]1[CH:18]=[CH:17][N:16]=[C:15]3[CH:19]=[C:20]([C:22]([NH2:24])=[O:23])[S:21][C:14]=13)=[CH:6][CH:5]=2. (2) Given the reactants C([O:3][C:4]1[C:13]([O:14][CH3:15])=[CH:12][C:11]2[C:10](C3C=CC(C(O)=O)=CC=3)=[N:9][C@@H:8]3[CH2:25][CH2:26][S:27][CH2:28][C@@H:7]3[C:6]=2[CH:5]=1)C.[B-](F)(F)(F)F.CCO[C:37]([C:39]([C:49]#N)=NOC(N(C)C)=[N+](C)C)=[O:38].[CH:51]1C=N[C:54]2N(O)N=N[C:53]=2[CH:52]=1.[CH3:61][CH2:62]N(C(C)C)C(C)C.FC(F)(F)C(O)=O.[CH3:77][O:78][CH2:79][N:80]1[N:84]=[N:83][C:82]([CH2:85][N:86]2[C:91]3[CH:92]=[C:93]([C:95]4[CH:100]=[CH:99][CH:98]=[CH:97][CH:96]=4)[S:94][C:90]=3[C:89](=[O:101])[N:88]([CH:102]3[CH2:107][CH2:106][NH:105][CH2:104][CH2:103]3)[C:87]2=[O:108])=[N:81]1, predict the reaction product. The product is: [CH2:61]([O:3][C:4]1[C:13]([O:14][CH3:15])=[CH:12][C:11]2[C:10]([C:52]3[CH:51]=[CH:49][C:39]([C:37]([N:105]4[CH2:106][CH2:107][CH:102]([N:88]5[C:89](=[O:101])[C:90]6[S:94][C:93]([C:95]7[CH:100]=[CH:99][CH:98]=[CH:97][CH:96]=7)=[CH:92][C:91]=6[N:86]([CH2:85][C:82]6[N:83]=[N:84][N:80]([CH2:79][O:78][CH3:77])[N:81]=6)[C:87]5=[O:108])[CH2:103][CH2:104]4)=[O:38])=[CH:54][CH:53]=3)=[N:9][C@@H:8]3[CH2:7][CH2:28][S:27][CH2:26][C@@H:25]3[C:6]=2[CH:5]=1)[CH3:62]. (3) Given the reactants [NH2:1][C@@H:2]([CH2:6][CH2:7][CH2:8][CH2:9][NH:10][C:11]([O:13][C:14]([CH3:17])([CH3:16])[CH3:15])=[O:12])[C:3]([OH:5])=[O:4].[OH-].[Na+].C([O-])([O-])=O.[Na+].[Na+].[CH:26]1([C:31](Cl)=[O:32])[CH2:30][CH2:29][CH2:28][CH2:27]1, predict the reaction product. The product is: [C:14]([O:13][C:11]([NH:10][CH2:9][CH2:8][CH2:7][CH2:6][C@H:2]([NH:1][C:31]([CH:26]1[CH2:30][CH2:29][CH2:28][CH2:27]1)=[O:32])[C:3]([OH:5])=[O:4])=[O:12])([CH3:17])([CH3:16])[CH3:15]. (4) Given the reactants Cl[C:2]1[CH2:7][CH2:6][CH2:5][CH2:4][C:3]=1[C:8]#[N:9].[Se-2:10].[Na+].[Na+].Cl[CH2:14][C:15]#[N:16].[OH-].[Na+], predict the reaction product. The product is: [NH2:9][C:8]1[C:3]2[CH2:4][CH2:5][CH2:6][CH2:7][C:2]=2[Se:10][C:14]=1[C:15]#[N:16]. (5) The product is: [Cl:13][C:14]1[N:19]=[C:18]([O:9][C:5]2[C:4]([CH3:10])=[CH:3][C:2]([NH2:1])=[C:7]([CH3:8])[CH:6]=2)[CH:17]=[CH:16][N:15]=1. Given the reactants [NH2:1][C:2]1[C:7]([CH3:8])=[CH:6][C:5]([OH:9])=[C:4]([CH3:10])[CH:3]=1.[OH-].[Na+].[Cl:13][C:14]1[N:19]=[C:18](Cl)[CH:17]=[CH:16][N:15]=1, predict the reaction product. (6) Given the reactants [C:1]([O:5][C:6]([N:8]1[CH2:13][CH2:12][CH:11]([OH:14])[CH2:10][CH2:9]1)=[O:7])([CH3:4])([CH3:3])[CH3:2].I[CH2:16][CH2:17][CH2:18][CH3:19].[H-].[Na+], predict the reaction product. The product is: [C:1]([O:5][C:6]([N:8]1[CH2:13][CH2:12][CH:11]([O:14][CH2:16][CH2:17][CH2:18][CH3:19])[CH2:10][CH2:9]1)=[O:7])([CH3:4])([CH3:2])[CH3:3]. (7) Given the reactants C([O:3][C:4]([C:6]1([C:9]2[CH:14]=[CH:13][C:12]([C:15]3[CH:20]=[CH:19][C:18]([C:21]4[S:22][C:23]([F:39])=[CH:24][C:25]=4[NH:26][C:27]([O:29][C@@H:30]([C:32]4[CH:37]=[CH:36][CH:35]=[CH:34][C:33]=4[Cl:38])[CH3:31])=[O:28])=[CH:17][C:16]=3[O:40][CH3:41])=[CH:11][CH:10]=2)[CH2:8][CH2:7]1)=[O:5])C.[OH-].[Na+].Cl, predict the reaction product. The product is: [Cl:38][C:33]1[CH:34]=[CH:35][CH:36]=[CH:37][C:32]=1[C@H:30]([O:29][C:27]([NH:26][C:25]1[CH:24]=[C:23]([F:39])[S:22][C:21]=1[C:18]1[CH:19]=[CH:20][C:15]([C:12]2[CH:11]=[CH:10][C:9]([C:6]3([C:4]([OH:5])=[O:3])[CH2:8][CH2:7]3)=[CH:14][CH:13]=2)=[C:16]([O:40][CH3:41])[CH:17]=1)=[O:28])[CH3:31]. (8) Given the reactants FC(F)(F)C([NH:5][CH2:6][C:7]1[C:8]([Cl:17])=[C:9]([C:13]([Cl:16])=[CH:14][CH:15]=1)[C:10]([OH:12])=[O:11])=O.CO.[OH-].[Na+].Cl, predict the reaction product. The product is: [NH2:5][CH2:6][C:7]1[C:8]([Cl:17])=[C:9]([C:13]([Cl:16])=[CH:14][CH:15]=1)[C:10]([OH:12])=[O:11].